This data is from Catalyst prediction with 721,799 reactions and 888 catalyst types from USPTO. The task is: Predict which catalyst facilitates the given reaction. (1) Reactant: [F:1][C:2]1[CH:7]=[CH:6][C:5]([C:8]2[CH:16]=[CH:15][C:11]([C:12](O)=[O:13])=[CH:10][CH:9]=2)=[CH:4][CH:3]=1.[H-].[Al+3].[Li+].[H-].[H-].[H-].O. Product: [F:1][C:2]1[CH:3]=[CH:4][C:5]([C:8]2[CH:16]=[CH:15][C:11]([CH2:12][OH:13])=[CH:10][CH:9]=2)=[CH:6][CH:7]=1. The catalyst class is: 7. (2) Reactant: Cl.[NH2:2][C:3]1[S:4][CH:5]=[CH:6][C:7]=1[C:8]([NH:10][C:11]1[CH:16]=[CH:15][CH:14]=[CH:13][C:12]=1[CH3:17])=[O:9].C(N(CC)CC)C.[Cl:25][CH2:26][C:27](Cl)=[O:28]. Product: [Cl:25][CH2:26][C:27]([NH:2][C:3]1[S:4][CH:5]=[CH:6][C:7]=1[C:8]([NH:10][C:11]1[CH:16]=[CH:15][CH:14]=[CH:13][C:12]=1[CH3:17])=[O:9])=[O:28]. The catalyst class is: 2.